From a dataset of Catalyst prediction with 721,799 reactions and 888 catalyst types from USPTO. Predict which catalyst facilitates the given reaction. (1) Reactant: [Cl:1][C:2]1[CH:7]=[CH:6][C:5]([CH2:8][CH2:9][NH2:10])=[CH:4][CH:3]=1.CCN(CC)CC.[Cl:18][CH2:19][C:20](Cl)=[O:21]. Product: [Cl:18][CH2:19][C:20]([NH:10][CH2:9][CH2:8][C:5]1[CH:6]=[CH:7][C:2]([Cl:1])=[CH:3][CH:4]=1)=[O:21]. The catalyst class is: 23. (2) Reactant: C(O[C:6](=[O:25])[NH:7][C@H:8]([CH:13]([C:15](=[O:24])[NH:16][CH2:17][C:18]1[CH:23]=[CH:22][CH:21]=[CH:20][CH:19]=1)[OH:14])[CH2:9][CH2:10][CH2:11][CH3:12])(C)(C)C.FC(F)(F)C(O)=O.C(N(CC)C(C)C)(C)C.[CH3:42][O:43][C:44]1[CH:49]=[CH:48][C:47]([CH2:50][C@H:51]([NH:55][C:56](=[O:69])[C@@H:57]([NH:59][C:60](=[O:68])[CH2:61][N:62]2[CH2:67][CH2:66][O:65][CH2:64][CH2:63]2)[CH3:58])C(O)=O)=[CH:46][CH:45]=1.CN(C(ON1N=NC2C=CC=NC1=2)=[N+](C)C)C.F[P-](F)(F)(F)(F)F. Product: [CH2:17]([NH:16][C:15](=[O:24])[C@@H:13]([OH:14])[CH:8]([NH:7][C:6](=[O:25])[C@@H:51]([NH:55][C:56](=[O:69])[C@@H:57]([NH:59][C:60](=[O:68])[CH2:61][N:62]1[CH2:67][CH2:66][O:65][CH2:64][CH2:63]1)[CH3:58])[CH2:50][C:47]1[CH:46]=[CH:45][C:44]([O:43][CH3:42])=[CH:49][CH:48]=1)[CH2:9][CH2:10][CH2:11][CH3:12])[C:18]1[CH:19]=[CH:20][CH:21]=[CH:22][CH:23]=1. The catalyst class is: 4. (3) Reactant: [F:1][C:2]1[CH:24]=[C:23]([S:25]([CH3:28])(=[O:27])=[O:26])[C:22]([F:29])=[CH:21][C:3]=1[O:4][C@@H:5]1[CH2:9][CH2:8][N:7]([CH:10]2[CH2:15][CH2:14][N:13](/[C:16](=[N:18]/[OH:19])/[NH2:17])[CH2:12][CH2:11]2)[C:6]1=[O:20].[F:30][C:31]([F:42])([F:41])[C:32](O[C:32](=O)[C:31]([F:42])([F:41])[F:30])=O. Product: [F:1][C:2]1[CH:24]=[C:23]([S:25]([CH3:28])(=[O:27])=[O:26])[C:22]([F:29])=[CH:21][C:3]=1[O:4][C@@H:5]1[CH2:9][CH2:8][N:7]([CH:10]2[CH2:11][CH2:12][N:13]([C:16]3[N:17]=[C:32]([C:31]([F:42])([F:41])[F:30])[O:19][N:18]=3)[CH2:14][CH2:15]2)[C:6]1=[O:20]. The catalyst class is: 12.